Dataset: Forward reaction prediction with 1.9M reactions from USPTO patents (1976-2016). Task: Predict the product of the given reaction. (1) Given the reactants [CH3:1][N:2]1[CH2:8][CH2:7][CH2:6][CH2:5][C@H:4]([NH:9]C(=O)OC(C)(C)C)[C:3]1=[O:17].[ClH:18].O1CCOCC1, predict the reaction product. The product is: [ClH:18].[NH2:9][C@H:4]1[CH2:5][CH2:6][CH2:7][CH2:8][N:2]([CH3:1])[C:3]1=[O:17]. (2) Given the reactants NC(N)=O.[CH2:5]([NH:8][S:9]([C:12]1[C:17]([Cl:18])=[CH:16][CH:15]=[C:14]([NH2:19])[C:13]=1[OH:20])(=[O:11])=[O:10])[CH2:6][CH3:7].[Cl:21][C:22]1[C:27]([Cl:28])=[CH:26][CH:25]=[CH:24][C:23]=1[N:29]=[C:30]=[O:31], predict the reaction product. The product is: [Cl:18][C:17]1[CH:16]=[CH:15][C:14]([NH:19][C:30]([NH:29][C:23]2[CH:24]=[CH:25][CH:26]=[C:27]([Cl:28])[C:22]=2[Cl:21])=[O:31])=[C:13]([OH:20])[C:12]=1[S:9]([NH:8][CH2:5][CH2:6][CH3:7])(=[O:11])=[O:10]. (3) Given the reactants [Cl:1][C:2]1[C:3]([F:42])=[C:4]([C@@H:8]2[C@:12]([C:15]3[CH:20]=[CH:19][C:18]([Cl:21])=[CH:17][C:16]=3[F:22])([C:13]#[N:14])[C@H:11]([CH2:23][C:24]([CH3:27])([CH3:26])[CH3:25])[NH:10][C@H:9]2[C:28]([NH:30][C:31]2[CH:39]=[CH:38][C:34]([C:35]([OH:37])=[O:36])=[CH:33][C:32]=2[O:40][CH3:41])=[O:29])[CH:5]=[CH:6][CH:7]=1.C(=O)([O-])[O-].[Cs+].[Cs+].CN(C)C=O.Cl[CH2:55][C:56]([NH2:58])=[O:57], predict the reaction product. The product is: [C:56]([CH2:55][O:36][C:35](=[O:37])[C:34]1[CH:38]=[CH:39][C:31]([NH:30][C:28]([C@H:9]2[C@H:8]([C:4]3[CH:5]=[CH:6][CH:7]=[C:2]([Cl:1])[C:3]=3[F:42])[C@:12]([C:15]3[CH:20]=[CH:19][C:18]([Cl:21])=[CH:17][C:16]=3[F:22])([C:13]#[N:14])[C@H:11]([CH2:23][C:24]([CH3:26])([CH3:27])[CH3:25])[NH:10]2)=[O:29])=[C:32]([O:40][CH3:41])[CH:33]=1)(=[O:57])[NH2:58]. (4) Given the reactants [C:1]([N:6]1[C@@:10]2([CH2:14][CH2:13][N:12]([C@@H:15]([C:20]([O:22][CH2:23][C:24]3[CH:29]=[CH:28][CH:27]=[CH:26][CH:25]=3)=[O:21])[CH2:16][CH:17]([CH3:19])[CH3:18])[C:11]2=[O:30])[CH2:9][CH2:8][CH2:7]1)(=[O:5])[CH:2]([CH3:4])[CH3:3].CC=CC(Cl)=O, predict the reaction product. The product is: [CH3:4][C:2](=[CH2:3])[C:1]([N:6]1[C@@:10]2([CH2:14][CH2:13][N:12]([C@@H:15]([C:20]([O:22][CH2:23][C:24]3[CH:25]=[CH:26][CH:27]=[CH:28][CH:29]=3)=[O:21])[CH2:16][CH:17]([CH3:19])[CH3:18])[C:11]2=[O:30])[CH2:9][CH2:8][CH2:7]1)=[O:5]. (5) The product is: [ClH:12].[ClH:12].[N:1]1[C:6]2[NH:7][CH:8]=[CH:9][C:5]=2[C:4]([CH2:10][NH2:11])=[N:3][CH:2]=1. Given the reactants [N:1]1[C:6]2[NH:7][CH:8]=[CH:9][C:5]=2[C:4]([C:10]#[N:11])=[N:3][CH:2]=1.[ClH:12], predict the reaction product. (6) Given the reactants [CH2:1]([O:3][C:4]([C:6]1[C:7]2[CH:14]=[CH:13][C:12]([O:15]C)=[CH:11][C:8]=2[S:9][CH:10]=1)=[O:5])[CH3:2].B(Br)(Br)Br.C([O-])(O)=O.[Na+], predict the reaction product. The product is: [CH2:1]([O:3][C:4]([C:6]1[C:7]2[CH:14]=[CH:13][C:12]([OH:15])=[CH:11][C:8]=2[S:9][CH:10]=1)=[O:5])[CH3:2]. (7) Given the reactants CC(C)([O-])C.[Na+].[CH:7]1([OH:11])[CH2:10][CH2:9][CH2:8]1.F[C:13]1[N:21]=[C:20]2[C:16]([N:17]=[CH:18][N:19]2[CH:22]2[CH2:27][CH2:26][CH2:25][CH2:24][O:23]2)=[C:15]([NH2:28])[N:14]=1.COCCOC, predict the reaction product. The product is: [CH:7]1([O:11][C:13]2[N:21]=[C:20]3[C:16]([N:17]=[CH:18][N:19]3[CH:22]3[CH2:27][CH2:26][CH2:25][CH2:24][O:23]3)=[C:15]([NH2:28])[N:14]=2)[CH2:10][CH2:9][CH2:8]1.